Dataset: Forward reaction prediction with 1.9M reactions from USPTO patents (1976-2016). Task: Predict the product of the given reaction. (1) The product is: [CH3:14][Si:7]1([CH3:15])[C:8]2[CH:13]=[CH:12][CH:11]=[CH:10][C:9]=2[C:5]2[CH:4]=[CH:3][C:2]([NH2:17])=[CH:16][C:6]1=2. Given the reactants Br[C:2]1[CH:3]=[CH:4][C:5]2[C:9]3[CH:10]=[CH:11][CH:12]=[CH:13][C:8]=3[Si:7]([CH3:15])([CH3:14])[C:6]=2[CH:16]=1.[NH3:17], predict the reaction product. (2) Given the reactants [NH:1]1[C:9]2[C:4](=[CH:5][C:6]([NH:10][C:11]3[N:20]=[CH:19][C:18]([CH:21]4[CH2:23][CH2:22]4)=[CH:17][C:12]=3[C:13]([O:15][CH3:16])=[O:14])=[CH:7][CH:8]=2)[CH:3]=[CH:2]1.CC(C)([O-])C.[K+].Br.Br[CH2:32][C:33]1[CH:38]=[CH:37][CH:36]=[CH:35][N:34]=1.CN(C)C(=O)C, predict the reaction product. The product is: [CH:21]1([C:18]2[CH:19]=[N:20][C:11]([NH:10][C:6]3[CH:5]=[C:4]4[C:9](=[CH:8][CH:7]=3)[N:1]([CH2:32][C:33]3[CH:38]=[CH:37][CH:36]=[CH:35][N:34]=3)[CH:2]=[CH:3]4)=[C:12]([CH:17]=2)[C:13]([O:15][CH3:16])=[O:14])[CH2:23][CH2:22]1. (3) Given the reactants [CH:1]1[C:13]2[CH:12]([CH2:14][O:15][C:16]([NH:18][CH:19]([CH2:24][CH2:25][CH2:26][CH2:27][NH2:28])[C:20]([O:22][CH3:23])=[O:21])=[O:17])[C:11]3[C:6](=[CH:7][CH:8]=[CH:9][CH:10]=3)[C:5]=2[CH:4]=[CH:3][CH:2]=1.Cl.C(N=C=NCCCN(C)C)C.ON1C2N=CC=CC=2N=N1.N1C(C)=CC=CC=1C.[Br:59][C:60]1[N:61]([C:70]2[C:79]3[C:74](=[CH:75][CH:76]=[CH:77][CH:78]=3)[C:73]([CH:80]3[CH2:82][CH2:81]3)=[CH:72][CH:71]=2)[C:62]([S:65][CH2:66][C:67](O)=[O:68])=[N:63][N:64]=1, predict the reaction product. The product is: [CH:10]1[C:11]2[CH:12]([CH2:14][O:15][C:16]([NH:18][CH:19]([CH2:24][CH2:25][CH2:26][CH2:27][NH:28][C:67](=[O:68])[CH2:66][S:65][C:62]3[N:61]([C:70]4[C:79]5[C:74](=[CH:75][CH:76]=[CH:77][CH:78]=5)[C:73]([CH:80]5[CH2:82][CH2:81]5)=[CH:72][CH:71]=4)[C:60]([Br:59])=[N:64][N:63]=3)[C:20]([O:22][CH3:23])=[O:21])=[O:17])[C:13]3[C:5](=[CH:4][CH:3]=[CH:2][CH:1]=3)[C:6]=2[CH:7]=[CH:8][CH:9]=1. (4) Given the reactants C([Li])CCC.C(NC(C)C)(C)C.[C:13]([O:16][C:17]([CH3:20])([CH3:19])[CH3:18])(=[O:15])[CH3:14].[CH3:21][C@H:22]([C@H:34]([CH3:38])[CH2:35][CH2:36][CH3:37])[CH:23]=[N:24][S:25]([C:27]1[CH:32]=[CH:31][C:30]([CH3:33])=[CH:29][CH:28]=1)=[O:26], predict the reaction product. The product is: [C:17]([O:16][C:13](=[O:15])[CH2:14][C@@H:23]([NH:24][S:25]([C:27]1[CH:32]=[CH:31][C:30]([CH3:33])=[CH:29][CH:28]=1)=[O:26])[C@H:22]([CH3:21])[C@H:34]([CH3:38])[CH2:35][CH2:36][CH3:37])([CH3:20])([CH3:19])[CH3:18]. (5) Given the reactants [CH3:1][NH:2][C:3]1[CH:8]=[CH:7][N:6]=[C:5]([NH2:9])[CH:4]=1.Br[CH2:11][C:12]([C:14]1[CH:19]=[CH:18][C:17]([CH3:20])=[C:16]([CH3:21])[CH:15]=1)=O, predict the reaction product. The product is: [CH3:21][C:16]1[CH:15]=[C:14]([C:12]2[N:9]=[C:5]3[CH:4]=[C:3]([NH:2][CH3:1])[CH:8]=[CH:7][N:6]3[CH:11]=2)[CH:19]=[CH:18][C:17]=1[CH3:20]. (6) Given the reactants [Cl:1][C:2]1[CH:7]=[CH:6][C:5]([O:8][C:9](=[O:21])[N:10]([CH2:12][C@H:13]2[CH2:18][CH2:17][C@H:16]([CH2:19][OH:20])[CH2:15][CH2:14]2)[CH3:11])=[CH:4][CH:3]=1.[Br:22][CH2:23][CH2:24][CH2:25][CH2:26]Br, predict the reaction product. The product is: [Cl:1][C:2]1[CH:3]=[CH:4][C:5]([O:8][C:9](=[O:21])[N:10]([CH2:12][C@H:13]2[CH2:18][CH2:17][C@H:16]([CH2:19][O:20][CH2:26][CH2:25][CH2:24][CH2:23][Br:22])[CH2:15][CH2:14]2)[CH3:11])=[CH:6][CH:7]=1. (7) Given the reactants [F:1][C:2]([F:24])([F:23])[O:3][C:4]1[CH:9]=[CH:8][C:7]([N:10]2[CH:14]=[N:13][C:12]([C:15]3[CH:22]=[CH:21][C:18](C=O)=[CH:17][CH:16]=3)=[N:11]2)=[CH:6][CH:5]=1.C1(P(C2C=CC=CC=2)(C2C=CC=CC=2)=[C:32]([CH3:38])[C:33]([O:35][CH2:36][CH3:37])=[O:34])C=CC=CC=1.[C:51]1(C)C=CC=CC=1, predict the reaction product. The product is: [CH3:51]/[C:32](=[CH:38]\[C:18]1[CH:21]=[CH:22][C:15]([C:12]2[N:13]=[CH:14][N:10]([C:7]3[CH:6]=[CH:5][C:4]([O:3][C:2]([F:1])([F:24])[F:23])=[CH:9][CH:8]=3)[N:11]=2)=[CH:16][CH:17]=1)/[C:33]([O:35][CH2:36][CH3:37])=[O:34].